From a dataset of Forward reaction prediction with 1.9M reactions from USPTO patents (1976-2016). Predict the product of the given reaction. (1) Given the reactants [CH2:1]([O:3][C:4]1[CH:12]=[CH:11][CH:10]=[CH:9][C:5]=1[C:6](O)=[O:7])[CH3:2].C(Cl)(=O)C([Cl:16])=O, predict the reaction product. The product is: [CH2:1]([O:3][C:4]1[CH:12]=[CH:11][CH:10]=[CH:9][C:5]=1[C:6]([Cl:16])=[O:7])[CH3:2]. (2) Given the reactants [C:1]([SiH2:5][O:6][C:7]([CH3:17])([CH3:16])[CH:8]1[CH2:13][CH2:12][CH:11]([CH2:14][OH:15])[CH2:10][CH2:9]1)([CH3:4])([CH3:3])[CH3:2].[S:18](Cl)([C:21]1[CH:27]=[CH:26][C:24]([CH3:25])=[CH:23][CH:22]=1)(=[O:20])=[O:19].N1C=CC=CC=1.CCOCC, predict the reaction product. The product is: [C:1]([SiH2:5][O:6][C:7]([CH3:17])([CH3:16])[CH:8]1[CH2:9][CH2:10][CH:11]([CH2:14][O:15][S:18]([C:21]2[CH:27]=[CH:26][C:24]([CH3:25])=[CH:23][CH:22]=2)(=[O:20])=[O:19])[CH2:12][CH2:13]1)([CH3:4])([CH3:3])[CH3:2]. (3) Given the reactants [CH3:1][C:2]([C:4]1[CH:13]=[CH:12][C:7]2[O:8][CH2:9][CH2:10][O:11][C:6]=2[CH:5]=1)=[O:3].[C:14]([O:17][CH2:18][CH3:19])(=[O:16])[CH3:15].ClC1C=CC(C(C2CC2)(O)CC(OCC)=O)=CC=1, predict the reaction product. The product is: [O:8]1[C:7]2[CH:12]=[CH:13][C:4]([C:2]([OH:3])([CH3:1])[CH2:15][C:14]([O:17][CH2:18][CH3:19])=[O:16])=[CH:5][C:6]=2[O:11][CH2:10][CH2:9]1. (4) Given the reactants [NH2:1][CH:2]1[CH2:7][CH2:6][CH:5]([C:8]([OH:10])=[O:9])[CH2:4][CH2:3]1.[F:11][C:12]([F:29])([F:28])[C:13]1[CH:18]=[CH:17][C:16]([C:19]2[C:20]([C:25](O)=[O:26])=[CH:21][CH:22]=[CH:23][CH:24]=2)=[CH:15][CH:14]=1.Cl, predict the reaction product. The product is: [F:11][C:12]([F:28])([F:29])[C:13]1[CH:14]=[CH:15][C:16]([C:19]2[C:20]([C:25]([NH:1][CH:2]3[CH2:7][CH2:6][CH:5]([C:8]([OH:10])=[O:9])[CH2:4][CH2:3]3)=[O:26])=[CH:21][CH:22]=[CH:23][CH:24]=2)=[CH:17][CH:18]=1. (5) Given the reactants Br[CH2:2][C:3]([C:5]1[CH:10]=[CH:9][C:8]([Br:11])=[CH:7][CH:6]=1)=O.[CH:12]([NH2:14])=[O:13], predict the reaction product. The product is: [Br:11][C:8]1[CH:9]=[CH:10][C:5]([C:3]2[N:14]=[CH:12][O:13][CH:2]=2)=[CH:6][CH:7]=1.